From a dataset of Forward reaction prediction with 1.9M reactions from USPTO patents (1976-2016). Predict the product of the given reaction. (1) Given the reactants FC(F)(F)S(O[C:7]1[CH:12]=[CH:11][C:10]([N:13]2[C:19](=[O:20])[C:18]3[C:21]([NH2:25])=[N:22][CH:23]=[N:24][C:17]=3[O:16][C@H:15]([CH3:26])[CH2:14]2)=[CH:9][C:8]=1[F:27])(=O)=O.[F:30][C:31]1[CH:36]=[C:35]([F:37])[CH:34]=[CH:33][C:32]=1B(O)O.P([O-])([O-])([O-])=O.[K+].[K+].[K+].C(O)C, predict the reaction product. The product is: [NH2:25][C:21]1[C:18]2[C:19](=[O:20])[N:13]([C:10]3[CH:11]=[CH:12][C:7]([C:34]4[CH:33]=[CH:32][C:31]([F:30])=[CH:36][C:35]=4[F:37])=[C:8]([F:27])[CH:9]=3)[CH2:14][C@@H:15]([CH3:26])[O:16][C:17]=2[N:24]=[CH:23][N:22]=1. (2) Given the reactants Br[CH2:2][C:3]1[CH:4]=[C:5]([CH2:11][C:12]([OH:14])=[O:13])[CH:6]=[CH:7][C:8]=1[O:9][CH3:10].Cl.[OH2:16], predict the reaction product. The product is: [CH:2]([C:3]1[CH:4]=[C:5]([CH2:11][C:12]([OH:14])=[O:13])[CH:6]=[CH:7][C:8]=1[O:9][CH3:10])=[O:16].